Predict the product of the given reaction. From a dataset of Forward reaction prediction with 1.9M reactions from USPTO patents (1976-2016). Given the reactants [CH3:1][O:2][C:3]1[CH:12]=[C:11]2[C:6]([CH:7]=[CH:8][C:9](=[O:16])[N:10]2[CH2:13][CH:14]=O)=[N:5][CH:4]=1.[NH:17]1[CH2:21][CH2:20][C@@H:19]([CH2:22][NH:23][C:24](=[O:33])[O:25][CH2:26][C:27]2[CH:32]=[CH:31][CH:30]=[CH:29][CH:28]=2)[CH2:18]1.C(N(CC)CC)C.[BH-](OC(C)=O)(OC(C)=O)OC(C)=O.[Na+], predict the reaction product. The product is: [CH3:1][O:2][C:3]1[CH:12]=[C:11]2[C:6]([CH:7]=[CH:8][C:9](=[O:16])[N:10]2[CH2:13][CH2:14][N:17]2[CH2:21][CH2:20][C@@H:19]([CH2:22][NH:23][C:24](=[O:33])[O:25][CH2:26][C:27]3[CH:32]=[CH:31][CH:30]=[CH:29][CH:28]=3)[CH2:18]2)=[N:5][CH:4]=1.